Task: Predict the reactants needed to synthesize the given product.. Dataset: Full USPTO retrosynthesis dataset with 1.9M reactions from patents (1976-2016) The reactants are: [OH:1][C:2]([CH3:35])([CH3:34])[CH2:3][C@@:4]1([C:28]2[CH:33]=[CH:32][CH:31]=[CH:30][CH:29]=2)[O:9][C:8](=[O:10])[N:7]([C@H:11]([C:13]2[CH:18]=[CH:17][C:16](B3OC(C)(C)C(C)(C)O3)=[CH:15][CH:14]=2)[CH3:12])[CH2:6][CH2:5]1.Br[C:37]1[CH:38]=[CH:39][C:40]([C:43]2([C:47]([NH2:49])=[O:48])[CH2:46][CH2:45][CH2:44]2)=[N:41][CH:42]=1. Given the product [OH:1][C:2]([CH3:34])([CH3:35])[CH2:3][C@@:4]1([C:28]2[CH:29]=[CH:30][CH:31]=[CH:32][CH:33]=2)[O:9][C:8](=[O:10])[N:7]([C@H:11]([C:13]2[CH:14]=[CH:15][C:16]([C:37]3[CH:38]=[CH:39][C:40]([C:43]4([C:47]([NH2:49])=[O:48])[CH2:44][CH2:45][CH2:46]4)=[N:41][CH:42]=3)=[CH:17][CH:18]=2)[CH3:12])[CH2:6][CH2:5]1, predict the reactants needed to synthesize it.